The task is: Predict the reactants needed to synthesize the given product.. This data is from Full USPTO retrosynthesis dataset with 1.9M reactions from patents (1976-2016). (1) Given the product [Cl:6][C:7]1[N:12]=[C:11]([NH:5][CH2:4][CH:1]2[CH2:3][CH2:2]2)[CH:10]=[C:9]([CH2:14][O:15][CH2:16][C:17]([F:20])([F:18])[F:19])[N:8]=1, predict the reactants needed to synthesize it. The reactants are: [CH:1]1([CH2:4][NH2:5])[CH2:3][CH2:2]1.[Cl:6][C:7]1[N:12]=[C:11](Cl)[CH:10]=[C:9]([CH2:14][O:15][CH2:16][C:17]([F:20])([F:19])[F:18])[N:8]=1. (2) Given the product [CH2:1]([N:3]([CH2:50][C:47]1[CH:46]=[CH:45][C:44]([CH:41]2[CH2:40][CH2:39][N:38]([CH3:36])[CH2:43][CH2:42]2)=[CH:49][CH:48]=1)[C:4]1[CH:9]=[C:8]([O:10][CH3:11])[C:7]([O:12][CH3:13])=[CH:6][C:5]=1[CH:14]1[CH2:23][CH2:22][C:21]2[CH:20]=[C:19]([OH:24])[CH:18]=[CH:17][C:16]=2[CH2:15]1)[CH3:2], predict the reactants needed to synthesize it. The reactants are: [CH2:1]([NH:3][C:4]1[CH:9]=[C:8]([O:10][CH3:11])[C:7]([O:12][CH3:13])=[CH:6][C:5]=1[CH:14]1[CH2:23][CH2:22][C:21]2[CH:20]=[C:19]([O:24]C(=O)C(C)(C)C)[CH:18]=[CH:17][C:16]=2[CH2:15]1)[CH3:2].C(O[C:36]([N:38]1[CH2:43][CH2:42][CH:41]([C:44]2[CH:49]=[CH:48][C:47]([C:50](O)=O)=[CH:46][CH:45]=2)[CH2:40][CH2:39]1)=O)(C)(C)C. (3) The reactants are: [CH2:1]([O:8][C:9]1[C:10]([C:23](O)=[O:24])=[N:11][CH:12]=[C:13]([O:15][CH2:16][C:17]2[CH:22]=[CH:21][CH:20]=[CH:19][CH:18]=2)[CH:14]=1)[C:2]1[CH:7]=[CH:6][CH:5]=[CH:4][CH:3]=1.CN(C)CCCN=C=NCC.Cl.[C:38]([O:42][C:43](=[O:46])[CH2:44][NH2:45])([CH3:41])([CH3:40])[CH3:39].C(N(C(C)C)CC)(C)C. Given the product [C:38]([O:42][C:43](=[O:46])[CH2:44][NH:45][C:23]([C:10]1[C:9]([O:8][CH2:1][C:2]2[CH:7]=[CH:6][CH:5]=[CH:4][CH:3]=2)=[CH:14][C:13]([O:15][CH2:16][C:17]2[CH:22]=[CH:21][CH:20]=[CH:19][CH:18]=2)=[CH:12][N:11]=1)=[O:24])([CH3:41])([CH3:40])[CH3:39], predict the reactants needed to synthesize it. (4) Given the product [CH3:15][N:5]1[CH:4]=[C:3]2[C:7]([CH:8]=[C:9]([C:11]([O:13][CH3:14])=[O:12])[CH:10]=[C:2]2[O:1][C:23]2[CH:28]=[N:27][C:26]([S:29]([CH3:32])(=[O:31])=[O:30])=[CH:25][CH:24]=2)=[N:6]1, predict the reactants needed to synthesize it. The reactants are: [OH:1][C:2]1[C:3]2[C:7]([CH:8]=[C:9]([C:11]([O:13][CH3:14])=[O:12])[CH:10]=1)=[N:6][N:5]([CH3:15])[CH:4]=2.C(=O)([O-])[O-].[K+].[K+].Br[C:23]1[CH:24]=[CH:25][C:26]([S:29]([CH3:32])(=[O:31])=[O:30])=[N:27][CH:28]=1. (5) Given the product [CH2:15]([C:17]1[CH:18]=[N:19][C:20]([O:23][CH:24]2[CH2:29][CH2:28][N:27]([C:30]([C@@H:31]([NH:35][C:48]([C:39]3[C:38]([OH:37])=[N:47][C:46]4[C:41](=[CH:42][CH:43]=[CH:44][CH:45]=4)[N:40]=3)=[O:49])[CH:32]([CH3:33])[CH3:34])=[O:36])[CH2:26][CH2:25]2)=[N:21][CH:22]=1)[CH3:16], predict the reactants needed to synthesize it. The reactants are: Cl.C(N=C=NCCCN(C)C)C.Cl.Cl.[CH2:15]([C:17]1[CH:18]=[N:19][C:20]([O:23][CH:24]2[CH2:29][CH2:28][N:27]([C:30](=[O:36])[C@@H:31]([NH2:35])[CH:32]([CH3:34])[CH3:33])[CH2:26][CH2:25]2)=[N:21][CH:22]=1)[CH3:16].[OH:37][C:38]1[C:39]([C:48](O)=[O:49])=[N:40][C:41]2[C:46]([N:47]=1)=[CH:45][CH:44]=[CH:43][CH:42]=2.O.ON1C2C=CC=CC=2N=N1.CN1CCOCC1. (6) Given the product [CH:1]1([CH2:4][N:5]2[C:6]3[C:7](=[CH:13][CH:14]=[CH:15][CH:16]=3)[C:8]([OH:10])=[C:20]([C:21]([O:23][CH2:24][CH3:25])=[O:22])[C:11]2=[O:12])[CH2:2][CH2:3]1, predict the reactants needed to synthesize it. The reactants are: [CH:1]1([CH2:4][N:5]2[C:11](=[O:12])[O:10][C:8](=O)[C:7]3=[CH:13][CH:14]=[CH:15][CH:16]=[C:6]23)[CH2:3][CH2:2]1.[H-].[Na+].C(OCC)(=O)[CH2:20][C:21]([O:23][CH2:24][CH3:25])=[O:22].